From a dataset of Forward reaction prediction with 1.9M reactions from USPTO patents (1976-2016). Predict the product of the given reaction. (1) Given the reactants Br[CH:2]([CH3:4])[CH3:3].[Br:5][C:6]1[C:7]([C:15]2[CH:20]=[CH:19][C:18]([F:21])=[CH:17][CH:16]=2)=[N:8][C:9]([OH:14])=[C:10]([CH:13]=1)[C:11]#[N:12].C(=O)([O-])[O-].[K+].[K+].CN(C=O)C, predict the reaction product. The product is: [Br:5][C:6]1[C:7]([C:15]2[CH:20]=[CH:19][C:18]([F:21])=[CH:17][CH:16]=2)=[N:8][C:9]([O:14][CH:2]([CH3:4])[CH3:3])=[C:10]([CH:13]=1)[C:11]#[N:12]. (2) Given the reactants [CH2:1](Br)[CH2:2][CH2:3][CH2:4]/[CH:5]=[CH:6]\[CH2:7]/[CH:8]=[CH:9]\[CH2:10]/[CH:11]=[CH:12]\[CH2:13]/[CH:14]=[CH:15]\[CH2:16][CH2:17][CH2:18][CH2:19][CH3:20].II.[CH:24]([O:26][CH2:27][CH3:28])=[O:25].OS(O)(=O)=O, predict the reaction product. The product is: [CH:24]([O:26][CH:27]([CH2:1][CH2:2][CH2:3][CH2:4]/[CH:5]=[CH:6]\[CH2:7]/[CH:8]=[CH:9]\[CH2:10]/[CH:11]=[CH:12]\[CH2:13]/[CH:14]=[CH:15]\[CH2:16][CH2:17][CH2:18][CH2:19][CH3:20])[CH2:28][CH2:19][CH2:18][CH2:17]/[CH:16]=[CH:15]\[CH2:14]/[CH:13]=[CH:12]\[CH2:11]/[CH:10]=[CH:9]\[CH2:8]/[CH:7]=[CH:6]\[CH2:5][CH2:4][CH2:3][CH2:2][CH3:1])=[O:25]. (3) Given the reactants [CH3:1][C:2]1[CH:7]=[CH:6][C:5]([NH2:8])=[CH:4][C:3]=1[C:9]#[C:10][C:11]1[CH:16]=[N:15][CH:14]=[C:13]2[N:17]([CH3:20])[N:18]=[CH:19][C:12]=12.[C:21]1([N:27]=[C:28]=[O:29])[CH:26]=[CH:25][CH:24]=[CH:23][CH:22]=1, predict the reaction product. The product is: [CH3:1][C:2]1[CH:7]=[CH:6][C:5]([NH:8][C:28]([NH:27][C:21]2[CH:26]=[CH:25][CH:24]=[CH:23][CH:22]=2)=[O:29])=[CH:4][C:3]=1[C:9]#[C:10][C:11]1[CH:16]=[N:15][CH:14]=[C:13]2[N:17]([CH3:20])[N:18]=[CH:19][C:12]=12. (4) The product is: [NH:37]1[CH2:36][CH2:35][N:34]=[C:33]1[NH:1][CH2:2][C:3]1[CH:8]=[C:7]([O:9][C:10]2[CH:11]=[C:12]([CH2:16][CH2:17][NH:18][C:19](=[O:30])[C:20]3[CH:25]=[CH:24][CH:23]=[C:22]([C:26]([F:27])([F:28])[F:29])[CH:21]=3)[CH:13]=[CH:14][CH:15]=2)[CH:6]=[CH:5][N:4]=1. Given the reactants [NH2:1][CH2:2][C:3]1[CH:8]=[C:7]([O:9][C:10]2[CH:11]=[C:12]([CH2:16][CH2:17][NH:18][C:19](=[O:30])[C:20]3[CH:25]=[CH:24][CH:23]=[C:22]([C:26]([F:29])([F:28])[F:27])[CH:21]=3)[CH:13]=[CH:14][CH:15]=2)[CH:6]=[CH:5][N:4]=1.CS[C:33]1[N:34](C(OC(C)(C)C)=O)[CH2:35][CH2:36][N:37]=1, predict the reaction product.